This data is from Forward reaction prediction with 1.9M reactions from USPTO patents (1976-2016). The task is: Predict the product of the given reaction. (1) The product is: [CH:1]1([C:6]([OH:32])([CH2:22][C:23]2[O:24][C:25]([CH3:30])([CH3:31])[O:26][C:27](=[O:29])[CH:28]=2)[CH2:7][CH2:8][C:9]2[CH:14]=[CH:13][C:12]([C:15]3([C:19]#[N:20])[CH2:16][CH2:17][CH2:18]3)=[C:11]([F:21])[CH:10]=2)[CH2:5][CH2:4][CH2:3][CH2:2]1. Given the reactants [CH:1]1([C:6]([OH:32])([CH2:22][C:23]2[O:24][C:25]([CH3:31])([CH3:30])[O:26][C:27](=[O:29])[CH:28]=2)[C:7]#[C:8][C:9]2[CH:14]=[CH:13][C:12]([C:15]3([C:19]#[N:20])[CH2:18][CH2:17][CH2:16]3)=[C:11]([F:21])[CH:10]=2)[CH2:5][CH2:4][CH2:3][CH2:2]1.C1(C(O)(CC2OC(C)(C)OC(=O)C=2)C#CC2C=CC(C3(C#N)CC3)=C(F)C=2)CCCC1, predict the reaction product. (2) Given the reactants [CH2:1]([CH:8]1[CH2:15][CH2:14][CH2:13][C:12](=[O:16])[CH2:11][CH2:10][CH2:9]1)[C:2]1[CH:7]=[CH:6][CH:5]=[CH:4][CH:3]=1.C1([Se]Cl)C=CC=CC=1.O, predict the reaction product. The product is: [CH2:1]([CH:8]1[CH2:15][CH2:14][CH2:13][C:12](=[O:16])[CH:11]=[CH:10][CH2:9]1)[C:2]1[CH:7]=[CH:6][CH:5]=[CH:4][CH:3]=1. (3) Given the reactants [N+:1]([C:4]1[CH:5]=[N:6][N:7]([CH2:9][C:10]2([CH2:14][OH:15])[CH2:13][O:12][CH2:11]2)[CH:8]=1)([O-:3])=[O:2].C(N(CC)CC)C.[S:23](Cl)([CH3:26])(=[O:25])=[O:24], predict the reaction product. The product is: [CH3:26][S:23]([O:15][CH2:14][C:10]1([CH2:9][N:7]2[CH:8]=[C:4]([N+:1]([O-:3])=[O:2])[CH:5]=[N:6]2)[CH2:13][O:12][CH2:11]1)(=[O:25])=[O:24]. (4) Given the reactants [Cl:1][C:2]1[CH:7]=[CH:6][C:5]([OH:8])=[C:4]([CH3:9])[CH:3]=1.C1C=CC(P(C2C=CC=CC=2)C2C=CC=CC=2)=CC=1.CC(OC(/N=N/C(OC(C)C)=O)=O)C.C(OC([N:50]1[CH2:54][CH2:53][C@H:52]([C@H:55](O)[CH2:56][O:57][CH2:58][C:59]2[CH:64]=[CH:63][CH:62]=[CH:61][CH:60]=2)[CH2:51]1)=O)(C)(C)C, predict the reaction product. The product is: [CH2:58]([O:57][CH2:56][C@@H:55]([C@H:52]1[CH2:53][CH2:54][NH:50][CH2:51]1)[O:8][C:5]1[CH:6]=[CH:7][C:2]([Cl:1])=[CH:3][C:4]=1[CH3:9])[C:59]1[CH:64]=[CH:63][CH:62]=[CH:61][CH:60]=1. (5) Given the reactants [Cl:1][C:2]1[N:7]=[C:6]2[CH:8]=[C:9]([C:11]([OH:13])=O)[NH:10][C:5]2=[CH:4][CH:3]=1.[O:14]([CH2:21][CH2:22][NH2:23])[C:15]1[CH:20]=[CH:19][CH:18]=[CH:17][CH:16]=1, predict the reaction product. The product is: [O:14]([CH2:21][CH2:22][NH:23][C:11]([C:9]1[NH:10][C:5]2[C:6](=[N:7][C:2]([Cl:1])=[CH:3][CH:4]=2)[CH:8]=1)=[O:13])[C:15]1[CH:20]=[CH:19][CH:18]=[CH:17][CH:16]=1. (6) The product is: [Cl:31][C:23]1[CH:22]=[C:21]([CH:26]=[C:25]([C:27]([F:28])([F:29])[F:30])[CH:24]=1)[CH2:20][N:13]([C@H:12]1[CH2:11][CH2:10][CH2:9][NH:8][C:7]2[C:2]([CH3:37])=[C:3]([C:33]([F:34])([F:36])[F:41])[C:4]([CH3:32])=[CH:5][C:6]1=2)[C:14]1[N:15]=[N:16][N:17]([CH3:19])[N:18]=1. Given the reactants Br[C:2]1[C:7]2[NH:8][CH2:9][CH2:10][CH2:11][C@H:12]([N:13]([CH2:20][C:21]3[CH:26]=[C:25]([C:27]([F:30])([F:29])[F:28])[CH:24]=[C:23]([Cl:31])[CH:22]=3)[C:14]3[N:15]=[N:16][N:17]([CH3:19])[N:18]=3)[C:6]=2[CH:5]=[C:4]([CH3:32])[C:3]=1[C:33]([F:36])(F)[F:34].[CH3:37]B(O)O.[F-:41], predict the reaction product.